Dataset: Full USPTO retrosynthesis dataset with 1.9M reactions from patents (1976-2016). Task: Predict the reactants needed to synthesize the given product. (1) Given the product [OH:13][C:1]1[CH:12]=[C:6]([CH2:7][CH2:8][CH2:9][CH2:10][CH3:11])[CH:5]=[C:3]2[C:2]=1[C:15]1[CH2:20][CH2:19][CH2:18][CH2:17][C:16]=1[C:21](=[O:22])[O:4]2, predict the reactants needed to synthesize it. The reactants are: [C:1]1([OH:13])[CH:12]=[C:6]([CH2:7][CH2:8][CH2:9][CH2:10][CH3:11])[CH:5]=[C:3]([OH:4])[CH:2]=1.O=[C:15]1[CH2:20][CH2:19][CH2:18][CH2:17][CH:16]1[C:21](OCC)=[O:22].P(Cl)(Cl)(Cl)=O.O. (2) The reactants are: [Br:1][C:2]1[CH:3]=[CH:4][C:5]([Cl:19])=[C:6]([CH:18]=1)[CH2:7][C:8]1[CH:17]=[CH:16][C:11]([O:12][CH2:13][CH2:14][OH:15])=[CH:10][CH:9]=1.N1C=CC=CC=1.[S:26](Cl)([C:29]1[CH:35]=[CH:34][C:32]([CH3:33])=[CH:31][CH:30]=1)(=[O:28])=[O:27].CC(=O)OCC. Given the product [CH3:33][C:32]1[CH:34]=[CH:35][C:29]([S:26]([O:15][CH2:14][CH2:13][O:12][C:11]2[CH:16]=[CH:17][C:8]([CH2:7][C:6]3[CH:18]=[C:2]([Br:1])[CH:3]=[CH:4][C:5]=3[Cl:19])=[CH:9][CH:10]=2)(=[O:28])=[O:27])=[CH:30][CH:31]=1, predict the reactants needed to synthesize it. (3) Given the product [Cl:41][C:36]1[CH:37]=[CH:38][CH:39]=[CH:40][C:35]=1[C:33]([C:30]1[S:29][C:28]([NH:27][C:13]([C:10]2([C:8]3[CH:7]=[CH:6][C:5]4[O:1][CH2:2][O:3][C:4]=4[CH:9]=3)[CH2:11][CH2:12]2)=[O:15])=[N:32][CH:31]=1)=[O:34], predict the reactants needed to synthesize it. The reactants are: [O:1]1[C:5]2[CH:6]=[CH:7][C:8]([C:10]3([C:13]([OH:15])=O)[CH2:12][CH2:11]3)=[CH:9][C:4]=2[O:3][CH2:2]1.S(Cl)(Cl)=O.C(N(CC)CC)C.[NH2:27][C:28]1[S:29][C:30]([C:33]([C:35]2[CH:40]=[CH:39][CH:38]=[CH:37][C:36]=2[Cl:41])=[O:34])=[CH:31][N:32]=1. (4) Given the product [CH2:1]([O:8][C:9]1[C:10]([C:40]([O:42][C:43]([CH3:46])([CH3:44])[CH3:45])=[O:41])=[N:11][C:12]([CH2:23][C:24]2[CH:25]=[N:26][C:27]([C:30]3[CH:31]=[CH:32][C:33]([C:36]([CH3:37])([CH3:38])[CH3:39])=[CH:34][CH:35]=3)=[CH:28][CH:29]=2)=[N:13][C:14]=1[S:48][CH3:47])[C:2]1[CH:3]=[CH:4][CH:5]=[CH:6][CH:7]=1, predict the reactants needed to synthesize it. The reactants are: [CH2:1]([O:8][C:9]1[C:10]([C:40]([O:42][C:43]([CH3:46])([CH3:45])[CH3:44])=[O:41])=[N:11][C:12]([CH2:23][C:24]2[CH:25]=[N:26][C:27]([C:30]3[CH:35]=[CH:34][C:33]([C:36]([CH3:39])([CH3:38])[CH3:37])=[CH:32][CH:31]=3)=[CH:28][CH:29]=2)=[N:13][C:14]=1OS(C(F)(F)F)(=O)=O)[C:2]1[CH:7]=[CH:6][CH:5]=[CH:4][CH:3]=1.[CH3:47][S-:48].[Na+].[Cl-].[Na+]. (5) Given the product [C:12]([Si:16]([O:17][CH:18]1[CH2:19][CH2:20][CH:21]([O:8][C:5]2[CH:6]=[CH:7][C:2]([Cl:1])=[CH:3][C:4]=2[N+:9]([O-:11])=[O:10])[CH2:22][CH2:23]1)([CH3:26])[CH3:25])([CH3:15])([CH3:13])[CH3:14], predict the reactants needed to synthesize it. The reactants are: [Cl:1][C:2]1[CH:7]=[CH:6][C:5]([OH:8])=[C:4]([N+:9]([O-:11])=[O:10])[CH:3]=1.[C:12]([Si:16]([CH3:26])([CH3:25])[O:17][CH:18]1[CH2:23][CH2:22][CH:21](O)[CH2:20][CH2:19]1)([CH3:15])([CH3:14])[CH3:13].C1(P(C2C=CC=CC=2)C2C=CC=CC=2)C=CC=CC=1. (6) Given the product [C:7]1([NH:10][C:11]([NH2:13])=[S:12])[CH:8]=[CH:9][CH:4]=[CH:5][CH:6]=1, predict the reactants needed to synthesize it. The reactants are: C([C:4]1[CH:9]=[CH:8][C:7]([NH:10][C:11]([NH2:13])=[S:12])=[CH:6][CH:5]=1)(O)=O.CC(C)N=C=NC(C)C. (7) Given the product [CH2:1]([O:8][C:9]1[CH:14]=[CH:13][C:12]([CH3:15])=[CH:11][C:10]=1[NH2:16])[C:2]1[CH:3]=[CH:4][CH:5]=[CH:6][CH:7]=1, predict the reactants needed to synthesize it. The reactants are: [CH2:1]([O:8][C:9]1[CH:14]=[CH:13][C:12]([CH3:15])=[CH:11][C:10]=1[N+:16]([O-])=O)[C:2]1[CH:7]=[CH:6][CH:5]=[CH:4][CH:3]=1.